The task is: Regression. Given two drug SMILES strings and cell line genomic features, predict the synergy score measuring deviation from expected non-interaction effect.. This data is from NCI-60 drug combinations with 297,098 pairs across 59 cell lines. (1) Drug 1: CCCCCOC(=O)NC1=NC(=O)N(C=C1F)C2C(C(C(O2)C)O)O. Drug 2: CC1=C(C(=O)C2=C(C1=O)N3CC4C(C3(C2COC(=O)N)OC)N4)N. Cell line: UACC62. Synergy scores: CSS=29.4, Synergy_ZIP=0.373, Synergy_Bliss=0.512, Synergy_Loewe=-34.8, Synergy_HSA=-0.390. (2) Cell line: SF-295. Drug 2: CN(C)C1=NC(=NC(=N1)N(C)C)N(C)C. Drug 1: C1CN1C2=NC(=NC(=N2)N3CC3)N4CC4. Synergy scores: CSS=54.1, Synergy_ZIP=2.58, Synergy_Bliss=5.66, Synergy_Loewe=0.342, Synergy_HSA=0.833. (3) Drug 1: C1CC(C1)(C(=O)O)C(=O)O.[NH2-].[NH2-].[Pt+2]. Drug 2: C1CCC(C(C1)N)N.C(=O)(C(=O)[O-])[O-].[Pt+4]. Cell line: SK-MEL-5. Synergy scores: CSS=46.6, Synergy_ZIP=-11.3, Synergy_Bliss=-5.65, Synergy_Loewe=-0.963, Synergy_HSA=0.390.